From a dataset of Reaction yield outcomes from USPTO patents with 853,638 reactions. Predict the reaction yield, written as a fraction of the theoretical maximum amount of product (1.0 means a 100% yield; for example, 0.34 means a 34% yield). (1) The catalyst is C(O)CCC. The product is [C:6]1([S:12]([C:15]2[CH:4]=[CH:3][CH:2]=[CH:1][N:16]=2)(=[O:13])=[O:14])[CH:7]=[CH:8][CH:9]=[CH:10][CH:11]=1. The yield is 0.910. The reactants are [CH:1](=O)/[CH:2]=[CH:3]/[CH3:4].[C:6]1([S:12]([C:15]#[N:16])(=[O:14])=[O:13])[CH:11]=[CH:10][CH:9]=[CH:8][CH:7]=1.C1(C)C=CC=CC=1.Cl([O-])(=O)(=O)=O.[Na+]. (2) The reactants are NC1(C2C=CC(C3C(=O)C4C(=CC=C(F)C=4)OC=3C3C=CC=CC=3)=CC=2)CCC1.C(OC(=O)[NH:36][C:37]1([C:41]2[CH:46]=[CH:45][C:44]([C:47]3[C:56](=[O:57])[C:55]4[C:50](=[CH:51][C:52]([O:60][CH3:61])=[C:53]([C:58]#[N:59])[CH:54]=4)[O:49][C:48]=3[C:62]3[CH:67]=[CH:66][CH:65]=[CH:64][CH:63]=3)=[CH:43][CH:42]=2)[CH2:40][CH2:39][CH2:38]1)(C)(C)C. The yield is 0.600. No catalyst specified. The product is [NH2:36][C:37]1([C:41]2[CH:42]=[CH:43][C:44]([C:47]3[C:56](=[O:57])[C:55]4[C:50](=[CH:51][C:52]([O:60][CH3:61])=[C:53]([C:58]#[N:59])[CH:54]=4)[O:49][C:48]=3[C:62]3[CH:63]=[CH:64][CH:65]=[CH:66][CH:67]=3)=[CH:45][CH:46]=2)[CH2:38][CH2:39][CH2:40]1. (3) The reactants are [S:1]1[CH:5]=[CH:4][CH:3]=[C:2]1[CH2:6][NH:7][C:8]([C:10]1[CH:28]=[C:13]2[CH:14]=[C:15]([C:22]3[CH:27]=[CH:26][CH:25]=[CH:24][CH:23]=3)[CH:16]=[C:17]([C:18]([F:21])([F:20])[F:19])[N:12]2[N:11]=1)=[O:9].C1C(=O)N([Br:36])C(=O)C1. The catalyst is CN(C=O)C. The product is [S:1]1[CH:5]=[CH:4][CH:3]=[C:2]1[CH2:6][NH:7][C:8]([C:10]1[C:28]([Br:36])=[C:13]2[CH:14]=[C:15]([C:22]3[CH:27]=[CH:26][CH:25]=[CH:24][CH:23]=3)[CH:16]=[C:17]([C:18]([F:20])([F:21])[F:19])[N:12]2[N:11]=1)=[O:9]. The yield is 0.470. (4) The reactants are [NH2:1][C:2]1[CH:7]=[CH:6][N:5]=[C:4]([C:8]2[CH:9]=[C:10]([CH2:15][NH:16][S:17]([CH3:20])(=[O:19])=[O:18])[CH:11]=[C:12]([F:14])[CH:13]=2)[C:3]=1[N+:21]([O-])=O.[NH4+].[Cl-]. The catalyst is CO.[Fe]. The product is [NH2:21][C:3]1[C:4]([C:8]2[CH:9]=[C:10]([CH:11]=[C:12]([F:14])[CH:13]=2)[CH2:15][NH:16][S:17]([CH3:20])(=[O:18])=[O:19])=[N:5][CH:6]=[CH:7][C:2]=1[NH2:1]. The yield is 0.805. (5) The reactants are ClC1C(N2CC(COC3C(C4CC4)=CC(C(OC)=O)=C(F)C=3)(C)C2)=[N:4][CH:5]=[C:6]([C:8]([F:11])([F:10])[F:9])C=1.[Cl:33][C:34]1C(C(F)(F)F)=CN=[C:36]([N:44]2[CH2:47][C:46]([CH2:49][O:50][C:51]3[C:60]([CH:61]4[CH2:63][CH2:62]4)=[CH:59][C:54]([C:55]([O:57]C)=[O:56])=[C:53]([F:64])[CH:52]=3)([CH3:48])[CH2:45]2)[CH:35]=1. No catalyst specified. The product is [Cl:33][C:34]1[CH:35]=[C:36]([N:44]2[CH2:47][C:46]([CH2:49][O:50][C:51]3[C:60]([CH:61]4[CH2:62][CH2:63]4)=[CH:59][C:54]([C:55]([OH:57])=[O:56])=[C:53]([F:64])[CH:52]=3)([CH3:48])[CH2:45]2)[C:6]([C:8]([F:11])([F:10])[F:9])=[CH:5][N:4]=1. The yield is 0.760.